This data is from Full USPTO retrosynthesis dataset with 1.9M reactions from patents (1976-2016). The task is: Predict the reactants needed to synthesize the given product. (1) Given the product [CH2:20]([C:14]1[CH:15]=[CH:16][CH:17]=[C:18]([F:19])[C:13]=1[CH2:11][C:9]1[N:8]=[CH:7][NH:6][CH:10]=1)[CH3:21], predict the reactants needed to synthesize it. The reactants are: CN(C)S([N:6]1[CH:10]=[C:9]([CH:11]([C:13]2[C:18]([F:19])=[CH:17][CH:16]=[CH:15][C:14]=2[CH2:20][CH3:21])O)[N:8]=[C:7]1[Si](C(C)(C)C)(C)C)(=O)=O.C([SiH](CC)CC)C.FC(F)(F)C(O)=O. (2) Given the product [S:26]1[C:27]2[CH:32]=[CH:31][CH:30]=[CH:29][C:28]=2[C:24]([N:18]2[CH2:19][CH2:20][N:21]([C:15](=[O:17])[CH2:14][CH2:13][CH2:12][C:4]3[NH:3][C:2](=[O:1])[C:11]4[C:6](=[CH:7][CH:8]=[CH:9][CH:10]=4)[N:5]=3)[CH2:22][CH2:23]2)=[N:25]1, predict the reactants needed to synthesize it. The reactants are: [O:1]=[C:2]1[C:11]2[C:6](=[CH:7][CH:8]=[CH:9][CH:10]=2)[N:5]=[C:4]([CH2:12][CH2:13][CH2:14][C:15]([OH:17])=O)[NH:3]1.[N:18]1([C:24]2[C:28]3[CH:29]=[CH:30][CH:31]=[CH:32][C:27]=3[S:26][N:25]=2)[CH2:23][CH2:22][NH:21][CH2:20][CH2:19]1. (3) The reactants are: CO[C:3]([CH:5]1[CH2:9][S:8][CH2:7][C:6]1(O)[C:10]([OH:12])=[O:11])=[O:4]. Given the product [S:8]1[CH2:7][C:6]2[C:10]([O:12][C:3](=[O:4])[C:5]=2[CH2:9]1)=[O:11], predict the reactants needed to synthesize it. (4) Given the product [O:14]1[C:15]2[C:20](=[CH:19][CH:18]=[CH:17][CH:16]=2)[CH2:21][CH2:22][CH:13]1[CH2:12][N:36]1[CH2:37][CH:38]=[C:33]([C:27]2[C:26]3[C:30](=[CH:31][CH:32]=[C:24]([F:23])[CH:25]=3)[NH:29][CH:28]=2)[CH2:34][CH2:35]1, predict the reactants needed to synthesize it. The reactants are: CC1C=CC(S(O[CH2:12][CH:13]2[CH2:22][CH2:21][C:20]3[C:15](=[CH:16][CH:17]=[CH:18][CH:19]=3)[O:14]2)(=O)=O)=CC=1.[F:23][C:24]1[CH:25]=[C:26]2[C:30](=[CH:31][CH:32]=1)[NH:29][CH:28]=[C:27]2[C:33]1[CH2:34][CH2:35][NH:36][CH2:37][CH:38]=1.C(N(CC)CC)C. (5) The reactants are: [CH3:1][O:2][C:3](=[O:9])[C@H:4]([CH:6]([CH3:8])[CH3:7])[NH2:5].N1C=CC=CC=1.[Br:16][CH2:17][CH2:18][CH2:19][C:20](Cl)=[O:21]. Given the product [CH3:1][O:2][C:3](=[O:9])[C@H:4]([CH:6]([CH3:8])[CH3:7])[NH:5][C:20](=[O:21])[CH2:19][CH2:18][CH2:17][Br:16], predict the reactants needed to synthesize it. (6) Given the product [CH3:9][O:8][C:4]1[CH:3]=[C:2]([C:21]2[CH:20]=[CH:19][CH:18]=[C:17]([NH2:16])[CH:22]=2)[CH:7]=[CH:6][CH:5]=1, predict the reactants needed to synthesize it. The reactants are: Br[C:2]1[CH:3]=[C:4]([O:8][CH3:9])[CH:5]=[CH:6][CH:7]=1.C(=O)([O-])[O-].[Na+].[Na+].[NH2:16][C:17]1[CH:18]=[C:19](B(O)O)[CH:20]=[CH:21][CH:22]=1.